Dataset: Reaction yield outcomes from USPTO patents with 853,638 reactions. Task: Predict the reaction yield, written as a fraction of the theoretical maximum amount of product (1.0 means a 100% yield; for example, 0.34 means a 34% yield). (1) The reactants are C(OC(C1C(NC2C=CC(I)=CC=2F)=CC2N(CCN=2)C=1)=O)C.C(OC(=O)C1C(NC2C=CC(I)=CC=2F)=CC(Cl)=NC=1)C.[CH2:45]([O:47][C:48](=[O:68])[C:49]1[C:54]([NH:55][C:56]2[CH:61]=[CH:60][C:59]([I:62])=[CH:58][C:57]=2[F:63])=[CH:53][C:52]([NH:64][CH2:65][CH2:66][OH:67])=[N:51][CH:50]=1)[CH3:46].C(CN)O. The catalyst is COCCO.Cl. The product is [CH2:45]([O:47][C:48](=[O:68])[C:49]1[C:54]([NH:55][C:56]2[CH:61]=[CH:60][C:59]([I:62])=[CH:58][C:57]=2[F:63])=[CH:53][C:52]([NH:64][CH2:65][CH2:66][OH:67])=[N:51][CH:50]=1)[CH3:46]. The yield is 0.0800. (2) The reactants are O[C@H]([C@H](O)CO)CN(C[C@H](O)[C@H](O)CO)[CH2:5][CH2:6][O:7][C:8]1[CH:13]=[CH:12][CH:11]=[CH:10][C:9]=1[CH2:14][CH2:15][CH2:16][CH2:17][NH2:18].[CH2:30]([OH:32])C.C(N(CC)CC)C.I.NC1C(C(NC(=N)SC)=[O:51])=NC(Cl)=C(N)N=1. The catalyst is C(OC)(C)(C)C. The product is [OH:51][C@H:5]([CH2:30][OH:32])[CH2:6][O:7][C:8]1[CH:13]=[CH:12][CH:11]=[CH:10][C:9]=1[CH2:14][CH2:15][CH2:16][CH2:17][NH2:18]. The yield is 0.490. (3) The reactants are [C:1]1([CH:8]=[CH:7][CH:6]=[C:4]([OH:5])[CH:3]=1)[OH:2].[F:9][C:10]1[CH:11]=[C:12]([CH:15]=[CH:16][CH:17]=1)[CH2:13]Br. No catalyst specified. The product is [F:9][C:10]1[CH:11]=[C:12]([CH:15]=[CH:16][CH:17]=1)[CH2:13][O:2][C:1]1[CH:3]=[C:4]([OH:5])[CH:6]=[CH:7][CH:8]=1. The yield is 0.0700.